This data is from Forward reaction prediction with 1.9M reactions from USPTO patents (1976-2016). The task is: Predict the product of the given reaction. (1) Given the reactants [CH3:1][C:2]1[S:6][C:5]2[CH:7]=[C:8]([CH2:11][CH2:12][CH2:13][CH2:14][OH:15])[CH:9]=[CH:10][C:4]=2[C:3]=1[C:16]1[CH:21]=[CH:20][C:19]([C:22]([F:25])([F:24])[F:23])=[CH:18][CH:17]=1.[CH3:26][S:27](Cl)(=[O:29])=[O:28], predict the reaction product. The product is: [CH3:1][C:2]1[S:6][C:5]2[CH:7]=[C:8]([CH2:11][CH2:12][CH2:13][CH2:14][O:15][S:27]([CH3:26])(=[O:29])=[O:28])[CH:9]=[CH:10][C:4]=2[C:3]=1[C:16]1[CH:21]=[CH:20][C:19]([C:22]([F:25])([F:23])[F:24])=[CH:18][CH:17]=1. (2) Given the reactants Br[C:2]1[N:3]=[CH:4][C:5]([O:33][CH3:34])=[C:6]2[C:10]=1[NH:9][CH:8]=[C:7]2[C:11](=[O:32])[C:12]([N:14]1[CH2:19][CH2:18][N:17]([C:20]2[C:21](=[O:31])[C:22](=[O:30])[C:23]=2[C:24]2[CH:29]=[CH:28][CH:27]=[CH:26][CH:25]=2)[CH2:16][CH2:15]1)=[O:13].C([Sn](CCCC)(CCCC)[C:40]1[CH:45]=[N:44][CH:43]=[CH:42][N:41]=1)CCC, predict the reaction product. The product is: [N:41]1[CH:42]=[CH:43][N:44]=[CH:45][C:40]=1[C:2]1[N:3]=[CH:4][C:5]([O:33][CH3:34])=[C:6]2[C:10]=1[NH:9][CH:8]=[C:7]2[C:11](=[O:32])[C:12]([N:14]1[CH2:19][CH2:18][N:17]([C:20]2[C:21](=[O:31])[C:22](=[O:30])[C:23]=2[C:24]2[CH:29]=[CH:28][CH:27]=[CH:26][CH:25]=2)[CH2:16][CH2:15]1)=[O:13]. (3) Given the reactants [CH3:1][S:2]([N:5]1[CH2:10][CH2:9][NH:8][CH2:7][CH2:6]1)(=[O:4])=[O:3].[Br:11][C:12]1[CH:13]=[CH:14][C:15]([S:18](Cl)(=[O:20])=[O:19])=[N:16][CH:17]=1, predict the reaction product. The product is: [Br:11][C:12]1[CH:13]=[CH:14][C:15]([S:18]([N:8]2[CH2:9][CH2:10][N:5]([S:2]([CH3:1])(=[O:4])=[O:3])[CH2:6][CH2:7]2)(=[O:20])=[O:19])=[N:16][CH:17]=1. (4) Given the reactants C(P1(=O)OP(CCC)(=O)OP(CCC)(=O)O1)CC.CCOC(C)=O.[CH3:25][C:26]([O:29][C:30]([NH:32][C@@H:33]([CH2:39][CH3:40])/[CH:34]=[CH:35]/[C:36]([OH:38])=O)=[O:31])([CH3:28])[CH3:27].[NH:41]1[C:49]2[C:44](=[CH:45][CH:46]=[CH:47][CH:48]=2)[CH2:43][CH2:42]1.CCN(CC)CC, predict the reaction product. The product is: [N:41]1([C:36](=[O:38])/[CH:35]=[CH:34]/[C@@H:33]([NH:32][C:30](=[O:31])[O:29][C:26]([CH3:25])([CH3:27])[CH3:28])[CH2:39][CH3:40])[C:49]2[C:44](=[CH:45][CH:46]=[CH:47][CH:48]=2)[CH2:43][CH2:42]1. (5) Given the reactants [O:1]=[C:2]1[CH2:6][CH2:5][N:4]([C:7]([O:9][C:10]([CH3:13])([CH3:12])[CH3:11])=[O:8])[CH2:3]1.C[Si]([N-][Si](C)(C)C)(C)C.[Li+].C1C=CC(N([S:31]([C:34]([F:37])([F:36])[F:35])(=[O:33])=[O:32])[S:31]([C:34]([F:37])([F:36])[F:35])(=[O:33])=[O:32])=CC=1, predict the reaction product. The product is: [C:10]([O:9][C:7]([N:4]1[CH2:5][CH:6]=[C:2]([O:1][S:31]([C:34]([F:37])([F:36])[F:35])(=[O:33])=[O:32])[CH2:3]1)=[O:8])([CH3:13])([CH3:12])[CH3:11]. (6) The product is: [CH3:2][O:4][C:5](=[O:23])[C:6]([O:9][C:10]1[CH:15]=[C:14]([O:16][CH3:17])[C:13]([OH:18])=[CH:12][C:11]=1[CH3:22])([CH3:8])[CH3:7]. Given the reactants [Na].[CH2:2]([O:4][C:5](=[O:23])[C:6]([O:9][C:10]1[CH:15]=[C:14]([O:16][CH3:17])[C:13]([O:18]C(=O)C)=[CH:12][C:11]=1[CH3:22])([CH3:8])[CH3:7])C, predict the reaction product. (7) Given the reactants [C:1]([CH:4]([C:10]([O:12][CH2:13][CH3:14])=[O:11])[C:5]([O:7][CH2:8][CH3:9])=[O:6])(=O)[CH3:2].[CH2:15]1[CH2:20][CH2:19][C:18]([CH2:25][NH2:26])([CH2:21][C:22]([OH:24])=[O:23])[CH2:17][CH2:16]1.[NH:27]1[CH2:32][CH2:31][CH2:30][CH2:29][CH2:28]1, predict the reaction product. The product is: [CH3:2][C:1]([NH:26][CH2:25][C:18]1([CH2:21][C:22]([O-:24])=[O:23])[CH2:19][CH2:20][CH2:15][CH2:16][CH2:17]1)=[C:4]([C:10]([O:12][CH2:13][CH3:14])=[O:11])[C:5]([O:7][CH2:8][CH3:9])=[O:6].[NH2+:27]1[CH2:32][CH2:31][CH2:30][CH2:29][CH2:28]1. (8) Given the reactants C[O:2][C:3]1[CH:4]=[C:5]2[C:10](=[CH:11][CH:12]=1)[N:9]=[CH:8][N:7]([C:13]1[CH:14]=[C:15]([CH:19]=[CH:20][C:21]=1[CH3:22])[C:16]([OH:18])=[O:17])[C:6]2=[O:23].[Li+].[I-], predict the reaction product. The product is: [OH:2][C:3]1[CH:4]=[C:5]2[C:10](=[CH:11][CH:12]=1)[N:9]=[CH:8][N:7]([C:13]1[CH:14]=[C:15]([CH:19]=[CH:20][C:21]=1[CH3:22])[C:16]([OH:18])=[O:17])[C:6]2=[O:23]. (9) Given the reactants [OH:1][C:2]1[CH:7]=[CH:6][C:5]([CH2:8][CH2:9][CH2:10][O:11][C:12]2[CH:21]=[CH:20][C:15]([C:16]([O:18][CH3:19])=[O:17])=[CH:14][C:13]=2[C:22]([NH:24][CH:25]2[CH2:30][CH2:29][CH2:28][CH:27]([C:31]([O:33][CH3:34])=[O:32])[CH2:26]2)=[O:23])=[CH:4][CH:3]=1.Cl[CH2:36][C:37]1[CH:42]=[CH:41][C:40]([O:43][CH2:44][CH:45]2[CH2:47][CH2:46]2)=[CH:39][CH:38]=1, predict the reaction product. The product is: [CH:45]1([CH2:44][O:43][C:40]2[CH:39]=[CH:38][C:37]([CH2:36][O:1][C:2]3[CH:7]=[CH:6][C:5]([CH2:8][CH2:9][CH2:10][O:11][C:12]4[CH:21]=[CH:20][C:15]([C:16]([O:18][CH3:19])=[O:17])=[CH:14][C:13]=4[C:22]([NH:24][CH:25]4[CH2:30][CH2:29][CH2:28][CH:27]([C:31]([O:33][CH3:34])=[O:32])[CH2:26]4)=[O:23])=[CH:4][CH:3]=3)=[CH:42][CH:41]=2)[CH2:46][CH2:47]1.